This data is from Forward reaction prediction with 1.9M reactions from USPTO patents (1976-2016). The task is: Predict the product of the given reaction. (1) The product is: [CH3:28][C:25]1[CH:26]=[CH:27][C:3]([N:57]2[CH:61]=[CH:60][CH:59]=[N:58]2)=[C:4]([CH:24]=1)[C:5]([NH:7][C@H:8]1[CH2:12][CH2:11][CH2:10][C@@H:9]1[NH:13][C:14]1[CH:19]=[N:18][C:17]([C:20]([F:23])([F:22])[F:21])=[CH:16][N:15]=1)=[O:6]. Given the reactants CO[C:3]1[CH:27]=[CH:26][C:25]([CH3:28])=[CH:24][C:4]=1[C:5]([NH:7][C@H:8]1[CH2:12][CH2:11][CH2:10][C@@H:9]1[NH:13][C:14]1[CH:19]=[N:18][C:17]([C:20]([F:23])([F:22])[F:21])=[CH:16][N:15]=1)=[O:6].Cl.FC(F)(F)C1N=CC(N[C@H]2CCC[C@@H]2N)=NC=1.CC1C=CC([N:57]2[CH:61]=[CH:60][CH:59]=[N:58]2)=C(C=1)C(O)=O, predict the reaction product. (2) Given the reactants C([N:8]1[CH2:13][CH2:12][CH:11]([N:14]2[CH2:18][C:17]3=[CH:19][N:20]=[C:21]([CH3:22])[N:16]3[C:15]2=[O:23])[CH2:10][CH2:9]1)C1C=CC=CC=1, predict the reaction product. The product is: [CH3:22][C:21]1[N:16]2[C:15](=[O:23])[N:14]([CH:11]3[CH2:12][CH2:13][NH:8][CH2:9][CH2:10]3)[CH2:18][C:17]2=[CH:19][N:20]=1. (3) Given the reactants [CH2:1]([S:3]([N:6]1[CH2:11][CH2:10][CH:9]([C:12]2[C:20]3[C:15](=[C:16]([C:30]([NH2:32])=[O:31])[CH:17]=[C:18](B4OC(C)(C)C(C)(C)O4)[CH:19]=3)[NH:14][CH:13]=2)[CH2:8][CH2:7]1)(=[O:5])=[O:4])[CH3:2].Br[C:34]1[N:35]=[C:36]([CH2:39][NH:40][CH2:41][C:42]([F:45])([F:44])[F:43])[S:37][CH:38]=1.[C:46](=[O:49])([O-])[O-:47].[K+].[K+], predict the reaction product. The product is: [F:43][C:42]([F:45])([F:44])[C:46]([OH:47])=[O:49].[CH2:1]([S:3]([N:6]1[CH2:7][CH2:8][CH:9]([C:12]2[C:20]3[C:15](=[C:16]([C:30]([NH2:32])=[O:31])[CH:17]=[C:18]([C:34]4[N:35]=[C:36]([CH2:39][NH:40][CH2:41][C:42]([F:44])([F:45])[F:43])[S:37][CH:38]=4)[CH:19]=3)[NH:14][CH:13]=2)[CH2:10][CH2:11]1)(=[O:5])=[O:4])[CH3:2]. (4) The product is: [N:1]12[CH2:9][CH:5]([CH2:6][CH2:7][CH2:8]1)[CH:4]([NH:10][C:11]1[CH:16]=[CH:15][C:14]([C:23]3[CH:22]=[C:21]4[C:26](=[CH:25][CH:24]=3)[NH:18][CH:19]=[CH:20]4)=[CH:13][N:12]=1)[CH2:3][CH2:2]2. Given the reactants [N:1]12[CH2:9][CH:5]([CH2:6][CH2:7][CH2:8]1)[CH:4]([NH:10][C:11]1[CH:16]=[CH:15][C:14](Br)=[CH:13][N:12]=1)[CH2:3][CH2:2]2.[NH:18]1[C:26]2[C:21](=[CH:22][C:23](B(O)O)=[CH:24][CH:25]=2)[CH:20]=[CH:19]1, predict the reaction product. (5) Given the reactants [CH3:1][O:2][C:3]1[CH:8]=[CH:7][C:6]([CH2:9][C:10]([C:12]2[CH:19]=[CH:18][C:15]([C:16]#[N:17])=[CH:14][C:13]=2[CH3:20])=[O:11])=[CH:5][CH:4]=1.C[Si](C)(C)[N-][Si](C)(C)C.[Li+].Br[CH2:32][CH:33]=[CH2:34], predict the reaction product. The product is: [CH3:1][O:2][C:3]1[CH:4]=[CH:5][C:6]([CH:9]([CH2:34][CH:33]=[CH2:32])[C:10]([C:12]2[CH:19]=[CH:18][C:15]([C:16]#[N:17])=[CH:14][C:13]=2[CH3:20])=[O:11])=[CH:7][CH:8]=1. (6) The product is: [CH2:1]([O:8][C:9](=[O:35])[CH2:10][CH2:11][CH:12]1[CH:17]([C:18](=[O:20])[NH:48][S:45]([CH2:44][C:38]2[CH:39]=[CH:40][C:41]([F:43])=[CH:42][C:37]=2[F:36])(=[O:46])=[O:47])[CH2:16][CH2:15][N:14]([C:21]2[C:26]([C:27]#[N:28])=[CH:25][C:24]([C:29]([O:31][CH2:32][CH3:33])=[O:30])=[C:23]([CH3:34])[N:22]=2)[CH2:13]1)[C:2]1[CH:7]=[CH:6][CH:5]=[CH:4][CH:3]=1. Given the reactants [CH2:1]([O:8][C:9](=[O:35])[CH2:10][CH2:11][CH:12]1[CH:17]([C:18]([OH:20])=O)[CH2:16][CH2:15][N:14]([C:21]2[C:26]([C:27]#[N:28])=[CH:25][C:24]([C:29]([O:31][CH2:32][CH3:33])=[O:30])=[C:23]([CH3:34])[N:22]=2)[CH2:13]1)[C:2]1[CH:7]=[CH:6][CH:5]=[CH:4][CH:3]=1.[F:36][C:37]1[CH:42]=[C:41]([F:43])[CH:40]=[CH:39][C:38]=1[CH2:44][S:45]([NH2:48])(=[O:47])=[O:46], predict the reaction product. (7) Given the reactants [Br:1][C:2]1[S:6][C:5]([S:7]([NH:10][CH2:11][CH2:12][OH:13])(=[O:9])=[O:8])=[CH:4][CH:3]=1.N1C=CN=C1.[C:19]([Si:23](Cl)([CH3:25])[CH3:24])([CH3:22])([CH3:21])[CH3:20], predict the reaction product. The product is: [Br:1][C:2]1[S:6][C:5]([S:7]([NH:10][CH2:11][CH2:12][O:13][Si:23]([C:19]([CH3:22])([CH3:21])[CH3:20])([CH3:25])[CH3:24])(=[O:9])=[O:8])=[CH:4][CH:3]=1.